This data is from Full USPTO retrosynthesis dataset with 1.9M reactions from patents (1976-2016). The task is: Predict the reactants needed to synthesize the given product. (1) Given the product [F:3][C:4]1[C:9]([C:10]2[N:14]([S:45]([C:42]3[CH:43]=[CH:44][O:40][CH:41]=3)(=[O:47])=[O:46])[CH:13]=[C:12]([CH2:15][N:16]([CH3:24])[C:17](=[O:23])[O:18][C:19]([CH3:20])([CH3:21])[CH3:22])[CH:11]=2)=[CH:8][CH:7]=[CH:6][N:5]=1, predict the reactants needed to synthesize it. The reactants are: [H-].[Na+].[F:3][C:4]1[C:9]([C:10]2[NH:14][CH:13]=[C:12]([CH2:15][N:16]([CH3:24])[C:17](=[O:23])[O:18][C:19]([CH3:22])([CH3:21])[CH3:20])[CH:11]=2)=[CH:8][CH:7]=[CH:6][N:5]=1.C1OCCOCCOCCOCCOC1.[O:40]1[CH:44]=[CH:43][C:42]([S:45](Cl)(=[O:47])=[O:46])=[CH:41]1. (2) Given the product [OH:45][CH2:23][CH2:22][N:24]1[C:32]2[C:27](=[CH:28][CH:29]=[CH:30][CH:31]=2)[C:26]([CH2:33][N:34]([CH3:35])[C:19](=[O:21])/[CH:18]=[CH:17]/[C:12]2[CH:13]=[N:14][C:15]3[NH:16][C:7](=[O:6])[CH2:8][CH2:9][C:10]=3[CH:11]=2)=[CH:25]1, predict the reactants needed to synthesize it. The reactants are: C(Cl)CCl.Cl.[O:6]=[C:7]1[NH:16][C:15]2[N:14]=[CH:13][C:12](/[CH:17]=[CH:18]/[C:19]([OH:21])=O)=[CH:11][C:10]=2[CH2:9][CH2:8]1.[CH2:22]([N:24]1[C:32]2[C:27](=[CH:28][CH:29]=[CH:30][CH:31]=2)[C:26]([CH2:33][NH:34][CH3:35])=[CH:25]1)[CH3:23].C1C=CC2N([OH:45])N=NC=2C=1.O.C(N(C(C)C)CC)(C)C.